Dataset: Reaction yield outcomes from USPTO patents with 853,638 reactions. Task: Predict the reaction yield, written as a fraction of the theoretical maximum amount of product (1.0 means a 100% yield; for example, 0.34 means a 34% yield). The reactants are C([O:3][C:4]([C:6]1[S:24][C:9]2[N:10]=[C:11]([NH2:23])[N:12]=[C:13]([C:14]3[CH:19]=[C:18]([CH:20]=O)[CH:17]=[CH:16][C:15]=3[CH3:22])[C:8]=2[CH:7]=1)=O)C.[CH2:25]([NH2:28])[CH2:26][CH3:27].[BH4-].[Na+].[CH2:31]([NH2:33])[CH3:32]. The catalyst is CO. The product is [CH2:31]([NH:33][C:4]([C:6]1[S:24][C:9]2[N:10]=[C:11]([NH2:23])[N:12]=[C:13]([C:14]3[CH:19]=[C:18]([CH2:20][NH:28][CH2:25][CH2:26][CH3:27])[CH:17]=[CH:16][C:15]=3[CH3:22])[C:8]=2[CH:7]=1)=[O:3])[CH3:32]. The yield is 0.450.